Dataset: Forward reaction prediction with 1.9M reactions from USPTO patents (1976-2016). Task: Predict the product of the given reaction. (1) Given the reactants [NH:1]1[CH2:6][CH2:5][CH:4]([N:7]2[CH2:12][CH2:11][CH:10]([N:13]3[C:22](=[O:23])[O:21][CH2:20][C@H:19]4[C@H:14]3[CH2:15][CH2:16][CH2:17][CH2:18]4)[CH2:9][CH2:8]2)[CH2:3][CH2:2]1.C(N(C(C)C)CC)(C)C.[CH3:33][O:34][C:35]1[CH:39]=[CH:38][S:37][C:36]=1[C:40](O)=[O:41].CN(C(ON1N=NC2C=CC=NC1=2)=[N+](C)C)C.F[P-](F)(F)(F)(F)F, predict the reaction product. The product is: [CH3:33][O:34][C:35]1[CH:39]=[CH:38][S:37][C:36]=1[C:40]([N:1]1[CH2:2][CH2:3][CH:4]([N:7]2[CH2:12][CH2:11][CH:10]([N:13]3[C@@H:14]4[C@H:19]([CH2:18][CH2:17][CH2:16][CH2:15]4)[CH2:20][O:21][C:22]3=[O:23])[CH2:9][CH2:8]2)[CH2:5][CH2:6]1)=[O:41]. (2) Given the reactants [NH2:1][C:2]1[C:7]2[C:8]3[CH:14]=[CH:13][C:12](Br)=[CH:11][C:9]=3[S:10][C:6]=2[C:5]([C:16]([NH2:18])=[O:17])=[CH:4][N:3]=1.[C:19]1(B(O)O)[CH:24]=[CH:23][CH:22]=[CH:21][CH:20]=1.C([O-])([O-])=O.[Na+].[Na+], predict the reaction product. The product is: [NH2:1][C:2]1[C:7]2[C:8]3[CH:14]=[CH:13][C:12]([C:19]4[CH:24]=[CH:23][CH:22]=[CH:21][CH:20]=4)=[CH:11][C:9]=3[S:10][C:6]=2[C:5]([C:16]([NH2:18])=[O:17])=[CH:4][N:3]=1. (3) Given the reactants [Br:1][C:2]1[CH:3]=[C:4]([C:11]2[CH:12]=[C:13]3[C:18](=[CH:19][CH:20]=2)[CH:17]=[C:16]([C:21](OCC)=[O:22])[CH:15]=[CH:14]3)[CH:5]=[C:6]2[O:10][CH2:9][O:8][C:7]=12.CC(C[AlH]CC(C)C)C, predict the reaction product. The product is: [Br:1][C:2]1[CH:3]=[C:4]([C:11]2[CH:12]=[C:13]3[C:18](=[CH:19][CH:20]=2)[CH:17]=[C:16]([CH2:21][OH:22])[CH:15]=[CH:14]3)[CH:5]=[C:6]2[O:10][CH2:9][O:8][C:7]=12. (4) Given the reactants [Cl:1][C:2]1[CH:7]=[C:6]([F:8])[CH:5]=[C:4]([Cl:9])[C:3]=1[N:10](COCC[Si](C)(C)C)[C:11]1[C:20]2[CH:19]=[CH:18][N:17](COCC[Si](C)(C)C)[C:16](=[O:29])[C:15]=2[C:14]2[CH:30]=[C:31]([N:34]3[CH2:39][CH2:38][O:37][CH2:36][CH2:35]3)[CH:32]=[CH:33][C:13]=2[N:12]=1.C(O)(C(F)(F)F)=O, predict the reaction product. The product is: [Cl:1][C:2]1[CH:7]=[C:6]([F:8])[CH:5]=[C:4]([Cl:9])[C:3]=1[NH:10][C:11]1[C:20]2[CH:19]=[CH:18][NH:17][C:16](=[O:29])[C:15]=2[C:14]2[CH:30]=[C:31]([N:34]3[CH2:39][CH2:38][O:37][CH2:36][CH2:35]3)[CH:32]=[CH:33][C:13]=2[N:12]=1. (5) Given the reactants [Br:1][C:2]1[C:3]([C:36]([O:38]CC)=[O:37])=[CH:4][C:5]2[CH2:6][CH2:7][CH2:8][C:9]([OH:35])([C:12]3[S:13][C:14]([C:17]4[CH:22]=[C:21]([CH3:23])[CH:20]=[C:19]([NH:24][C:25]5[CH:30]=[C:29]([C:31]([F:34])([F:33])[F:32])[CH:28]=[CH:27][N:26]=5)[N:18]=4)=[CH:15][N:16]=3)[C:10]=2[CH:11]=1.[OH-].[Na+], predict the reaction product. The product is: [Br:1][C:2]1[C:3]([C:36]([OH:38])=[O:37])=[CH:4][C:5]2[CH2:6][CH2:7][CH2:8][C:9]([OH:35])([C:12]3[S:13][C:14]([C:17]4[CH:22]=[C:21]([CH3:23])[CH:20]=[C:19]([NH:24][C:25]5[CH:30]=[C:29]([C:31]([F:34])([F:32])[F:33])[CH:28]=[CH:27][N:26]=5)[N:18]=4)=[CH:15][N:16]=3)[C:10]=2[CH:11]=1.